From a dataset of Full USPTO retrosynthesis dataset with 1.9M reactions from patents (1976-2016). Predict the reactants needed to synthesize the given product. (1) Given the product [ClH:12].[Cl:12][C:11]1[CH:7]=[C:3]([C:4]([NH2:6])=[O:5])[C:1](=[NH:2])[N:16]([CH:17]([C:19]2[CH:26]=[CH:25][C:22]([C:23]#[N:24])=[CH:21][CH:20]=2)[CH3:18])[CH:10]=1, predict the reactants needed to synthesize it. The reactants are: [C:1]([CH:3]([CH:7]1[C:11]([Cl:12])=[C:10](Cl)C(=O)O1)[C:4]([NH2:6])=[O:5])#[N:2].Cl.[NH2:16][CH:17]([C:19]1[CH:26]=[CH:25][C:22]([C:23]#[N:24])=[CH:21][CH:20]=1)[CH3:18]. (2) Given the product [NH2:43][C:40]1[N:41]=[CH:42][C:37]([C:2]2[CH:3]=[C:4]([C:14]([NH:16][CH2:17][C:18]3[C:19](=[O:28])[NH:20][C:21]([CH3:27])=[CH:22][C:23]=3[CH2:24][CH2:25][CH3:26])=[O:15])[C:5]3[CH:6]=[N:7][N:8]([CH:11]([CH3:12])[CH3:13])[C:9]=3[CH:10]=2)=[CH:38][CH:39]=1, predict the reactants needed to synthesize it. The reactants are: Br[C:2]1[CH:3]=[C:4]([C:14]([NH:16][CH2:17][C:18]2[C:19](=[O:28])[NH:20][C:21]([CH3:27])=[CH:22][C:23]=2[CH2:24][CH2:25][CH3:26])=[O:15])[C:5]2[CH:6]=[N:7][N:8]([CH:11]([CH3:13])[CH3:12])[C:9]=2[CH:10]=1.CC1(C)C(C)(C)OB([C:37]2[CH:38]=[CH:39][C:40]([NH2:43])=[N:41][CH:42]=2)O1. (3) Given the product [Br:25][C:26]1[CH:27]=[C:28]([NH:29][C:9]2[N:14]=[C:13]([C:15]3[CH:20]=[CH:19][C:18]([F:21])=[CH:17][C:16]=3[O:22][CH3:23])[C:12]([F:24])=[CH:11][N:10]=2)[CH:30]=[C:31]([CH2:33][S:34][CH3:35])[CH:32]=1, predict the reactants needed to synthesize it. The reactants are: Cl.O1CCOCC1.Cl[C:9]1[N:14]=[C:13]([C:15]2[CH:20]=[CH:19][C:18]([F:21])=[CH:17][C:16]=2[O:22][CH3:23])[C:12]([F:24])=[CH:11][N:10]=1.[Br:25][C:26]1[CH:27]=[C:28]([CH:30]=[C:31]([CH2:33][S:34][CH3:35])[CH:32]=1)[NH2:29]. (4) Given the product [Cl:20][C:16]1[C:15]([CH3:21])=[C:14]([CH:19]=[CH:18][CH:17]=1)[CH2:13][N:7]1[C:6]2[CH:5]=[C:4]([N:22]3[CH2:27][CH2:26][O:25][CH2:24][CH2:23]3)[CH:3]=[C:2]([B:30]([OH:31])[OH:29])[C:10]=2[N:9]=[C:8]1[CH2:11][F:12], predict the reactants needed to synthesize it. The reactants are: Br[C:2]1[C:10]2[N:9]=[C:8]([CH2:11][F:12])[N:7]([CH2:13][C:14]3[CH:19]=[CH:18][CH:17]=[C:16]([Cl:20])[C:15]=3[CH3:21])[C:6]=2[CH:5]=[C:4]([N:22]2[CH2:27][CH2:26][O:25][CH2:24][CH2:23]2)[CH:3]=1.C[O:29][B:30](OC)[O:31]C.